Predict the product of the given reaction. From a dataset of Forward reaction prediction with 1.9M reactions from USPTO patents (1976-2016). Given the reactants C([O:8][NH:9][C:10]([CH:12]([CH:16]([C:27]1[CH:35]=[CH:34][C:30]([C:31]([NH2:33])=[O:32])=[CH:29][CH:28]=1)[CH2:17][CH2:18][CH2:19][CH:20]1[C:24](=[O:25])[NH:23][C:22](=[O:26])[NH:21]1)[CH:13]([CH3:15])[CH3:14])=[O:11])C1C=CC=CC=1, predict the reaction product. The product is: [OH:8][NH:9][C:10]([CH:12]([CH:16]([C:27]1[CH:35]=[CH:34][C:30]([C:31]([NH2:33])=[O:32])=[CH:29][CH:28]=1)[CH2:17][CH2:18][CH2:19][CH:20]1[C:24](=[O:25])[NH:23][C:22](=[O:26])[NH:21]1)[CH:13]([CH3:15])[CH3:14])=[O:11].